Dataset: Forward reaction prediction with 1.9M reactions from USPTO patents (1976-2016). Task: Predict the product of the given reaction. (1) Given the reactants [CH2:1]([C:8]1[N:12]=[C:11]([NH:13][C:14]([C:16]2[CH:21]=[CH:20][C:19]([C@H:22]3[CH2:27][CH2:26][C@H:25]([CH2:28][C:29]([O:31]C(C)(C)C)=[O:30])[CH2:24][CH2:23]3)=[CH:18][CH:17]=2)=[O:15])[O:10][N:9]=1)[C:2]1[CH:7]=[CH:6][CH:5]=[CH:4][CH:3]=1.FC(F)(F)C(O)=O, predict the reaction product. The product is: [CH2:1]([C:8]1[N:12]=[C:11]([NH:13][C:14]([C:16]2[CH:17]=[CH:18][C:19]([C@H:22]3[CH2:27][CH2:26][C@H:25]([CH2:28][C:29]([OH:31])=[O:30])[CH2:24][CH2:23]3)=[CH:20][CH:21]=2)=[O:15])[O:10][N:9]=1)[C:2]1[CH:7]=[CH:6][CH:5]=[CH:4][CH:3]=1. (2) Given the reactants [CH:1]1([C:6]2[C:7](=O)[NH:8][C:9]([CH3:29])=[C:10]([C:22]3[CH:27]=[CH:26][C:25]([F:28])=[CH:24][CH:23]=3)[C:11]=2[C:12]2[CH:17]=[C:16]([O:18][CH3:19])[CH:15]=[C:14]([O:20][CH3:21])[CH:13]=2)[CH2:5][CH2:4][CH2:3][CH2:2]1.C1(P(Cl)([Cl:39])=O)C=CC=CC=1, predict the reaction product. The product is: [Cl:39][C:7]1[C:6]([CH:1]2[CH2:5][CH2:4][CH2:3][CH2:2]2)=[C:11]([C:12]2[CH:17]=[C:16]([O:18][CH3:19])[CH:15]=[C:14]([O:20][CH3:21])[CH:13]=2)[C:10]([C:22]2[CH:27]=[CH:26][C:25]([F:28])=[CH:24][CH:23]=2)=[C:9]([CH3:29])[N:8]=1. (3) Given the reactants C([O:3][C:4](=[O:35])[CH2:5][CH2:6][C:7]1[CH:12]=[CH:11][CH:10]=[C:9]([N:13]2[C:17]([NH:18][C:19]([C:21]3[N:22]=[CH:23][C:24]4[C:29]([CH:30]=3)=[CH:28][CH:27]=[CH:26][CH:25]=4)=[O:20])=[CH:16][C:15]([C:31]([CH3:34])([CH3:33])[CH3:32])=[N:14]2)[CH:8]=1)C.[Li+].[OH-], predict the reaction product. The product is: [C:31]([C:15]1[CH:16]=[C:17]([NH:18][C:19]([C:21]2[N:22]=[CH:23][C:24]3[C:29]([CH:30]=2)=[CH:28][CH:27]=[CH:26][CH:25]=3)=[O:20])[N:13]([C:9]2[CH:8]=[C:7]([CH2:6][CH2:5][C:4]([OH:35])=[O:3])[CH:12]=[CH:11][CH:10]=2)[N:14]=1)([CH3:34])([CH3:32])[CH3:33]. (4) Given the reactants Cl[C:2]1[N:7]=[N:6][C:5]([CH2:8][N:9]2[CH:14]=[C:13]3[N:15]=[C:16]([C:18]4[CH:23]=[CH:22][CH:21]=[C:20]([F:24])[C:19]=4[F:25])[N:17]=[C:12]3[CH:11]=[N:10]2)=[CH:4][CH:3]=1.[O:26]1[C:30]2[CH:31]=[CH:32][C:33](B(O)O)=[CH:34][C:29]=2[O:28][CH2:27]1, predict the reaction product. The product is: [O:26]1[C:30]2[CH:31]=[CH:32][C:33]([C:2]3[N:7]=[N:6][C:5]([CH2:8][N:9]4[CH:14]=[C:13]5[N:15]=[C:16]([C:18]6[CH:23]=[CH:22][CH:21]=[C:20]([F:24])[C:19]=6[F:25])[N:17]=[C:12]5[CH:11]=[N:10]4)=[CH:4][CH:3]=3)=[CH:34][C:29]=2[O:28][CH2:27]1. (5) Given the reactants F[C:2]1[CH:11]=[CH:10][C:5]([C:6](=[N:8][OH:9])[NH2:7])=[CH:4][CH:3]=1.[F-:12].C([N+]([CH2:26][CH2:27][CH2:28][CH3:29])(CCCC)CCCC)CCC.[CH2:30]1[CH2:34]OC[CH2:31]1, predict the reaction product. The product is: [F:12][C:31]1[CH:26]=[CH:27][C:28]([C:29]2[O:9][N:8]=[C:6]([C:5]3[CH:10]=[CH:11][CH:2]=[CH:3][CH:4]=3)[N:7]=2)=[CH:34][CH:30]=1. (6) Given the reactants [OH:1][C:2]1[CH:11]=[CH:10][C:9]([S:12]([C:15]2[CH:20]=[CH:19][C:18]([CH2:21][CH2:22][CH2:23][NH:24][C:25](=[O:30])[C:26]([F:29])([F:28])[F:27])=[CH:17][CH:16]=2)(=[O:14])=[O:13])=[CH:8][C:3]=1[C:4]([O:6][CH3:7])=[O:5].[C:31](=O)([O-])[O-].[K+].[K+].IC, predict the reaction product. The product is: [CH3:31][O:1][C:2]1[CH:11]=[CH:10][C:9]([S:12]([C:15]2[CH:16]=[CH:17][C:18]([CH2:21][CH2:22][CH2:23][NH:24][C:25](=[O:30])[C:26]([F:29])([F:27])[F:28])=[CH:19][CH:20]=2)(=[O:14])=[O:13])=[CH:8][C:3]=1[C:4]([O:6][CH3:7])=[O:5]. (7) Given the reactants [C:1]1([NH2:11])[C:10]2[C:5](=[CH:6][CH:7]=[CH:8][CH:9]=2)[CH:4]=[CH:3][CH:2]=1.[CH3:12][S:13][C:14](SC)=[CH:15][N+:16]([O-:18])=[O:17], predict the reaction product. The product is: [CH3:12][S:13]/[C:14](/[NH:11][C:1]1[C:10]2[C:5](=[CH:6][CH:7]=[CH:8][CH:9]=2)[CH:4]=[CH:3][CH:2]=1)=[CH:15]\[N+:16]([O-:18])=[O:17]. (8) Given the reactants [Cl:1][C:2]1[CH:7]=[CH:6][C:5](/[CH:8]=[CH:9]/[C:10]([OH:12])=O)=[C:4]([CH2:13][N:14]2[N:18]=[N:17][C:16]([CH3:19])=[N:15]2)[CH:3]=1.[CH2:20]([CH:27]1[CH2:32][CH2:31][NH:30][CH2:29][CH2:28]1)[C:21]1[CH:26]=[CH:25][CH:24]=[CH:23][CH:22]=1, predict the reaction product. The product is: [CH2:20]([CH:27]1[CH2:32][CH2:31][N:30]([C:10](=[O:12])/[CH:9]=[CH:8]/[C:5]2[CH:6]=[CH:7][C:2]([Cl:1])=[CH:3][C:4]=2[CH2:13][N:14]2[N:18]=[N:17][C:16]([CH3:19])=[N:15]2)[CH2:29][CH2:28]1)[C:21]1[CH:26]=[CH:25][CH:24]=[CH:23][CH:22]=1.